Dataset: Forward reaction prediction with 1.9M reactions from USPTO patents (1976-2016). Task: Predict the product of the given reaction. (1) Given the reactants [Cl:1][C:2]1[CH:7]=[CH:6][CH:5]=[CH:4][C:3]=1[CH:8]([N:18]([C:33]1[CH:38]=[CH:37][CH:36]=[C:35]([F:39])[CH:34]=1)[C:19]([C@@H:21]1[CH2:25][N:24]([CH2:26][C:27]([O:29][CH2:30][CH3:31])=[O:28])[C:23](=[O:32])[NH:22]1)=[O:20])[C:9]([NH:11][CH:12]1[CH2:15][C:14]([F:17])([F:16])[CH2:13]1)=[O:10].Br[C:41]1[CH:42]=[C:43]([CH:46]=[CH:47][N:48]=1)[C:44]#[N:45].C([O-])([O-])=O.[Cs+].[Cs+], predict the reaction product. The product is: [Cl:1][C:2]1[CH:7]=[CH:6][CH:5]=[CH:4][C:3]=1[CH:8]([N:18]([C:33]1[CH:38]=[CH:37][CH:36]=[C:35]([F:39])[CH:34]=1)[C:19]([C@@H:21]1[CH2:25][N:24]([CH2:26][C:27]([O:29][CH2:30][CH3:31])=[O:28])[C:23](=[O:32])[N:22]1[C:41]1[CH:42]=[C:43]([C:44]#[N:45])[CH:46]=[CH:47][N:48]=1)=[O:20])[C:9]([NH:11][CH:12]1[CH2:15][C:14]([F:17])([F:16])[CH2:13]1)=[O:10]. (2) Given the reactants [C:1]1([C:7]#[C:8][C:9]2[CH:14]=[CH:13][CH:12]=[CH:11][CH:10]=2)[CH:6]=[CH:5][CH:4]=[CH:3][CH:2]=1.O.C1(/C=C\C2C=CC=CC=2)C=CC=CC=1.C1(/C=C/C2C=CC=CC=2)C=CC=CC=1, predict the reaction product. The product is: [C:1]1([CH2:7][CH2:8][C:9]2[CH:10]=[CH:11][CH:12]=[CH:13][CH:14]=2)[CH:6]=[CH:5][CH:4]=[CH:3][CH:2]=1. (3) Given the reactants [Br:1][C:2]1[CH:7]=[C:6]([F:8])[CH:5]=[C:4]([N+:9]([O-:11])=[O:10])[C:3]=1[CH3:12].CO[CH:15](OC)[N:16]([CH3:18])[CH3:17].N1CCCC1, predict the reaction product. The product is: [Br:1][C:2]1[CH:7]=[C:6]([F:8])[CH:5]=[C:4]([N+:9]([O-:11])=[O:10])[C:3]=1/[CH:12]=[CH:15]/[N:16]([CH3:18])[CH3:17]. (4) Given the reactants [Cl:1][C:2]1[CH:7]=[CH:6][C:5]([C:8]2[CH:13]=[C:12]([C:14]([F:17])([F:16])[F:15])[N:11]3[N:18]=[CH:19][C:20]([C:21]#[CH:22])=[C:10]3[N:9]=2)=[CH:4][CH:3]=1.Br[C:24]1[CH:25]=[C:26]([S:30]([NH:33][C:34]([CH3:38])([CH3:37])[CH2:35][OH:36])(=[O:32])=[O:31])[CH:27]=[CH:28][CH:29]=1, predict the reaction product. The product is: [Cl:1][C:2]1[CH:7]=[CH:6][C:5]([C:8]2[CH:13]=[C:12]([C:14]([F:15])([F:17])[F:16])[N:11]3[N:18]=[CH:19][C:20]([C:21]#[C:22][C:24]4[CH:25]=[C:26]([S:30]([NH:33][C:34]([CH3:38])([CH3:37])[CH2:35][OH:36])(=[O:31])=[O:32])[CH:27]=[CH:28][CH:29]=4)=[C:10]3[N:9]=2)=[CH:4][CH:3]=1. (5) Given the reactants [CH:1]1([NH:4][C:5]2[C:10]([C:11]([O:13]CC)=[O:12])=[CH:9][C:8]([F:16])=[C:7]([N:17]3[CH2:21][CH2:20][CH2:19][CH2:18]3)[N:6]=2)[CH2:3][CH2:2]1.[OH-].[Na+].CO.Cl, predict the reaction product. The product is: [CH:1]1([NH:4][C:5]2[C:10]([C:11]([OH:13])=[O:12])=[CH:9][C:8]([F:16])=[C:7]([N:17]3[CH2:21][CH2:20][CH2:19][CH2:18]3)[N:6]=2)[CH2:3][CH2:2]1. (6) Given the reactants [Br:1][C:2]1[CH:7]=[CH:6][C:5]([C:8]([F:11])([F:10])[F:9])=[CH:4][C:3]=1I.[CH3:13][N:14]1[C:18](B2OC(C)(C)C(C)(C)O2)=[CH:17][CH:16]=[N:15]1.P([O-])([O-])([O-])=O.[K+].[K+].[K+], predict the reaction product. The product is: [Br:1][C:2]1[CH:7]=[CH:6][C:5]([C:8]([F:11])([F:10])[F:9])=[CH:4][C:3]=1[C:18]1[N:14]([CH3:13])[N:15]=[CH:16][CH:17]=1. (7) Given the reactants [O:1]1[CH2:6][CH2:5][N:4]([CH2:7][CH2:8][O:9][C:10]2[CH:15]=[CH:14][N:13]3[C:16]([C:19]([O-:21])=O)=[CH:17][N:18]=[C:12]3[CH:11]=2)[CH2:3][CH2:2]1.[Li+].F[P-](F)(F)(F)(F)F.N1(OC(N(C)C)=[N+](C)C)C2N=CC=CC=2N=N1.[CH3:47][C:48]1[C:56]2[C:55]([NH2:57])=[CH:54][CH:53]=[CH:52][C:51]=2[N:50]([CH2:58][C:59]2[CH:64]=[CH:63][CH:62]=[C:61]([CH3:65])[N:60]=2)[N:49]=1.C(N(C(C)C)CC)(C)C, predict the reaction product. The product is: [CH3:47][C:48]1[C:56]2[C:51](=[CH:52][CH:53]=[CH:54][C:55]=2[NH:57][C:19]([C:16]2[N:13]3[CH:14]=[CH:15][C:10]([O:9][CH2:8][CH2:7][N:4]4[CH2:3][CH2:2][O:1][CH2:6][CH2:5]4)=[CH:11][C:12]3=[N:18][CH:17]=2)=[O:21])[N:50]([CH2:58][C:59]2[CH:64]=[CH:63][CH:62]=[C:61]([CH3:65])[N:60]=2)[N:49]=1.